This data is from Forward reaction prediction with 1.9M reactions from USPTO patents (1976-2016). The task is: Predict the product of the given reaction. (1) Given the reactants Br[CH:2]1[CH2:17][CH2:16][C:5]2=[C:6]([C:11]([O:13][CH2:14][CH3:15])=[O:12])[S:7][C:8]([S:9][CH3:10])=[C:4]2[C:3]1=[O:18].[N-:19]=[N+:20]=[N-:21].[Na+], predict the reaction product. The product is: [N:19]([CH:2]1[CH2:17][CH2:16][C:5]2=[C:6]([C:11]([O:13][CH2:14][CH3:15])=[O:12])[S:7][C:8]([S:9][CH3:10])=[C:4]2[C:3]1=[O:18])=[N+:20]=[N-:21]. (2) Given the reactants [CH2:1]([C:3]1[C:4]([NH:12][CH:13]([CH2:16][CH3:17])[CH2:14][CH3:15])=[N:5][C:6]([CH2:10][CH3:11])=[C:7](I)[N:8]=1)[CH3:2].P([O-])([O-])([O-])=O.[K+].[K+].[K+].CO[CH2:28][CH2:29][O:30][CH3:31].C([O:35][CH2:36][CH3:37])(=O)C, predict the reaction product. The product is: [CH2:10]([C:6]1[C:7]([C:15]2[CH:14]=[C:13]3[C:37](=[CH:28][C:29]=2[O:30][CH3:31])[C:36](=[O:35])[CH2:17][CH2:16]3)=[N:8][C:3]([CH2:1][CH3:2])=[C:4]([NH:12][CH:13]([CH2:16][CH3:17])[CH2:14][CH3:15])[N:5]=1)[CH3:11]. (3) Given the reactants [OH-].[Na+].[CH3:3][C:4]1[N:9]=[CH:8][C:7]([C:10]([O:12]CC)=[O:11])=[CH:6][N:5]=1, predict the reaction product. The product is: [CH3:3][C:4]1[N:9]=[CH:8][C:7]([C:10]([OH:12])=[O:11])=[CH:6][N:5]=1.